From a dataset of Reaction yield outcomes from USPTO patents with 853,638 reactions. Predict the reaction yield, written as a fraction of the theoretical maximum amount of product (1.0 means a 100% yield; for example, 0.34 means a 34% yield). (1) The reactants are [OH:1][CH2:2][CH2:3][C:4]([CH3:9])([CH3:8])[C:5]([OH:7])=[O:6].[CH3:10]CCCCC.C[Si](C=[N+]=[N-])(C)C. The catalyst is C(OCC)C.CO. The product is [CH3:10][O:6][C:5](=[O:7])[C:4]([CH3:9])([CH3:8])[CH2:3][CH2:2][OH:1]. The yield is 0.620. (2) The reactants are Cl[C:2]1[CH:3]=[C:4]([C:16]([O:18]CC)=[O:17])[C:5]([CH3:15])=[C:6]2[C:11]=1[S:10](=[O:13])(=[O:12])[CH2:9][CH2:8][CH:7]2[OH:14].[OH-].[K+]. The catalyst is C(O)C.[Zn]. The product is [OH:14][CH:7]1[C:6]2[C:11](=[CH:2][CH:3]=[C:4]([C:16]([OH:18])=[O:17])[C:5]=2[CH3:15])[S:10](=[O:13])(=[O:12])[CH2:9][CH2:8]1. The yield is 1.00. (3) The reactants are [F:1][C:2]([F:7])([F:6])[C:3]([OH:5])=[O:4].[F:8][C:9]([F:14])([F:13])[C:10]([OH:12])=[O:11].F[C:16](F)(F)[C:17]([OH:19])=O.CC1C=C(CO[C:35]2[CH:40]=[CH:39][C:38]([C:41]3([N:50]4[CH2:55][CH2:54][NH:53][CH2:52][CH2:51]4)[C:46](=[O:47])[NH:45][C:44](=[O:48])[NH:43][C:42]3=[O:49])=[CH:37][CH:36]=2)C2C(=CC=CC=2)N=1.[CH:56]([N:59](CC)[CH:60]([CH3:62])[CH3:61])([CH3:58])[CH3:57].C(O[C:69](=O)[CH3:70])(=O)C.[C:72]([O-])(O)=O.[Na+]. The catalyst is ClCCl.C(OCC)(=O)C. The product is [F:1][C:2]([F:7])([F:6])[C:3]([OH:5])=[O:4].[F:8][C:9]([F:14])([F:13])[C:10]([OH:12])=[O:11].[C:17]([N:53]1[CH2:54][CH2:55][N:50]([C:41]2([C:38]3[CH:39]=[CH:40][C:35]([O:5][CH2:3][C:2]4[C:61]5[C:60](=[CH:62][CH:72]=[CH:69][CH:70]=5)[N:59]=[C:56]([CH3:57])[CH:58]=4)=[CH:36][CH:37]=3)[C:42](=[O:49])[NH:43][C:44](=[O:48])[NH:45][C:46]2=[O:47])[CH2:51][CH2:52]1)(=[O:19])[CH3:16]. The yield is 0.690. (4) The reactants are [C:1]([C:5]1[CH:10]=[CH:9][C:8]([NH2:11])=[CH:7][CH:6]=1)([CH3:4])([CH3:3])[CH3:2].[N+:12]([O-])([O-:14])=[O:13].[K+].C([O-])(O)=O.[Na+]. The catalyst is OS(O)(=O)=O. The product is [C:1]([C:5]1[CH:6]=[CH:7][C:8]([NH2:11])=[CH:9][C:10]=1[N+:12]([O-:14])=[O:13])([CH3:4])([CH3:2])[CH3:3]. The yield is 0.770. (5) The reactants are B.C1COCC1.[CH3:7][NH:8][C:9]([C:11]1[O:12][C:13]2[CH:19]=[CH:18][CH:17]=[CH:16][C:14]=2[CH:15]=1)=O. The catalyst is CO. The product is [CH3:7][NH:8][CH2:9][C:11]1[O:12][C:13]2[CH:19]=[CH:18][CH:17]=[CH:16][C:14]=2[CH:15]=1. The yield is 0.120. (6) The reactants are [Cl:1][C:2]1[CH:30]=[CH:29][CH:28]=[C:27]([C:31]([F:34])([F:33])[F:32])[C:3]=1[C:4]([N:6]1[C:14]2[C:9](=[C:10]([F:15])[CH:11]=[CH:12][CH:13]=2)[C:8]([C:16]2[CH2:21][CH2:20][CH:19]([C:22]([O:24][CH2:25][CH3:26])=[O:23])[CH2:18][CH:17]=2)=[N:7]1)=[O:5]. The catalyst is C(OCC)(=O)C.[Pd]. The product is [Cl:1][C:2]1[CH:30]=[CH:29][CH:28]=[C:27]([C:31]([F:32])([F:34])[F:33])[C:3]=1[C:4]([N:6]1[C:14]2[C:9](=[C:10]([F:15])[CH:11]=[CH:12][CH:13]=2)[C:8]([CH:16]2[CH2:21][CH2:20][CH:19]([C:22]([O:24][CH2:25][CH3:26])=[O:23])[CH2:18][CH2:17]2)=[N:7]1)=[O:5]. The yield is 0.600.